From a dataset of Forward reaction prediction with 1.9M reactions from USPTO patents (1976-2016). Predict the product of the given reaction. (1) The product is: [N+:11]([C:7]1[CH:6]=[C:5]([C:14]2[O:15][C:16]([C:19]3[C:20]([C:25]([F:28])([F:27])[F:26])=[N:21][CH:22]=[CH:23][CH:24]=3)=[N:17][N:18]=2)[CH:4]=[C:3]([OH:2])[C:8]=1[OH:9])([O-:13])=[O:12]. Given the reactants C[O:2][C:3]1[CH:4]=[C:5]([C:14]2[O:15][C:16]([C:19]3[C:20]([C:25]([F:28])([F:27])[F:26])=[N:21][CH:22]=[CH:23][CH:24]=3)=[N:17][N:18]=2)[CH:6]=[C:7]([N+:11]([O-:13])=[O:12])[C:8]=1[O:9]C, predict the reaction product. (2) Given the reactants I[CH2:2][CH3:3].[Br:4][C:5]1[CH:14]=[CH:13][C:8]2[NH:9][C:10](=[O:12])[O:11][C:7]=2[CH:6]=1.C(=O)([O-])[O-].[K+].[K+], predict the reaction product. The product is: [Br:4][C:5]1[CH:14]=[CH:13][C:8]2[N:9]([CH2:2][CH3:3])[C:10](=[O:12])[O:11][C:7]=2[CH:6]=1.